Predict the reactants needed to synthesize the given product. From a dataset of Full USPTO retrosynthesis dataset with 1.9M reactions from patents (1976-2016). (1) Given the product [NH2:63][C:64]1[CH2:65][C:66]([C:86](=[O:102])[N:87]([CH2:91][CH2:92][CH2:93][OH:94])[CH2:88][CH2:89][CH3:90])=[CH:67][C:68]2[CH:74]=[CH:73][C:72]([C:75]3[CH:85]=[CH:84][C:78]([CH2:79][C:4]([O:3][CH2:1][CH3:2])=[O:5])=[CH:77][CH:76]=3)=[CH:71][C:69]=2[N:70]=1.[C:39]([O-:40])(=[O:38])[C:41]1[CH:46]=[CH:45][CH:44]=[CH:43][CH:42]=1, predict the reactants needed to synthesize it. The reactants are: [CH2:1]([O:3][C:4](C1C=CC(B(O)O)=CC=1)=[O:5])[CH3:2].NC1CC(C(N(CCC)CCC)=O)=CC2C=CC(Br)=CC=2N=1.C[O:38][C:39]([C:41]1[CH:46]=[CH:45][C:44](B(O)O)=[CH:43][CH:42]=1)=[O:40].C(=O)([O-])[O-].[K+].[K+].C(OC([NH:63][C:64]1[CH2:65][C:66]([C:86](=[O:102])[N:87]([CH2:91][CH2:92][CH2:93][O:94][Si](C(C)(C)C)(C)C)[CH2:88][CH2:89][CH3:90])=[CH:67][C:68]2[CH:74]=[CH:73][C:72]([C:75]3[CH:85]=[CH:84][C:78]([C:79](OCC)=O)=[CH:77][CH:76]=3)=[CH:71][C:69]=2[N:70]=1)=O)(C)(C)C. (2) Given the product [CH3:13][O:14][C:15](=[O:26])[CH:16]([C:17]1[CH:22]=[CH:21][C:20]([S:23][CH3:24])=[C:19]([Cl:25])[CH:18]=1)[CH2:28][CH:29]1[CH2:34][CH2:33][O:32][CH2:31][CH2:30]1, predict the reactants needed to synthesize it. The reactants are: C(NC(C)C)(C)C.C([Li])CCC.[CH3:13][O:14][C:15](=[O:26])[CH2:16][C:17]1[CH:22]=[CH:21][C:20]([S:23][CH3:24])=[C:19]([Cl:25])[CH:18]=1.I[CH2:28][CH:29]1[CH2:34][CH2:33][O:32][CH2:31][CH2:30]1. (3) Given the product [O:17]([C:24]1[CH:25]=[CH:26][C:27]([O:30][C:2]2[C:3]3[NH:10][CH:9]=[CH:8][C:4]=3[N:5]=[CH:6][N:7]=2)=[CH:28][CH:29]=1)[C:18]1[CH:19]=[CH:20][CH:21]=[CH:22][CH:23]=1, predict the reactants needed to synthesize it. The reactants are: Cl[C:2]1[C:3]2[NH:10][CH:9]=[CH:8][C:4]=2[N:5]=[CH:6][N:7]=1.C(=O)([O-])[O-].[Cs+].[Cs+].[O:17]([C:24]1[CH:29]=[CH:28][C:27]([OH:30])=[CH:26][CH:25]=1)[C:18]1[CH:23]=[CH:22][CH:21]=[CH:20][CH:19]=1. (4) The reactants are: CCCC[N+](CCCC)(CCCC)CCCC.[F-].[C:19]([O:23][C:24](=[O:45])[N:25]([CH2:28][C:29]1[CH:34]=[CH:33][C:32]([Cl:35])=[C:31]([C:36](C)(C)[O:37][SiH2]C(C)(C)C)[CH:30]=1)[CH2:26][CH3:27])([CH3:22])([CH3:21])[CH3:20].CCOC(C)=O. Given the product [C:19]([O:23][C:24](=[O:45])[N:25]([CH2:28][C:29]1[CH:34]=[CH:33][C:32]([Cl:35])=[C:31]([CH2:36][OH:37])[CH:30]=1)[CH2:26][CH3:27])([CH3:20])([CH3:21])[CH3:22], predict the reactants needed to synthesize it. (5) The reactants are: Cl[C:2]1[CH:3]=[CH:4][C:5]2[N:6]([C:8]([N+:11]([O-:13])=[O:12])=[CH:9][N:10]=2)[N:7]=1.[Cl:14][C:15]1[CH:16]=[C:17]([CH:21]=[CH:22][C:23]=1[Cl:24])[CH2:18]CN.[CH:25]([N:28](CC)C(C)C)(C)C. Given the product [Cl:14][C:15]1[CH:16]=[C:17]([CH:21]=[CH:22][C:23]=1[Cl:24])[CH2:18][N:28]([CH3:25])[C:2]1[CH:3]=[CH:4][C:5]2[N:6]([C:8]([N+:11]([O-:13])=[O:12])=[CH:9][N:10]=2)[N:7]=1, predict the reactants needed to synthesize it.